From a dataset of Full USPTO retrosynthesis dataset with 1.9M reactions from patents (1976-2016). Predict the reactants needed to synthesize the given product. (1) Given the product [C:1]([C:3]1[CH:4]=[CH:5][C:6]([OH:30])=[C:7]([S:9]([NH:12][CH2:13][CH2:14][C:15]2[CH:20]=[CH:19][C:18]([CH:21]([CH3:23])[CH3:22])=[CH:17][C:16]=2[O:24][CH2:25][C:26]2[O:27][C:32](=[O:34])[NH:29][N:28]=2)(=[O:10])=[O:11])[CH:8]=1)#[N:2], predict the reactants needed to synthesize it. The reactants are: [C:1]([C:3]1[CH:4]=[CH:5][C:6]([OH:30])=[C:7]([S:9]([NH:12][CH2:13][CH2:14][C:15]2[CH:20]=[CH:19][C:18]([CH:21]([CH3:23])[CH3:22])=[CH:17][C:16]=2[O:24][CH2:25][C:26]([NH:28][NH2:29])=[O:27])(=[O:11])=[O:10])[CH:8]=1)#[N:2].Cl[C:32](Cl)([O:34]C(=O)OC(Cl)(Cl)Cl)Cl.O. (2) Given the product [CH2:1]([O:3][C:4](=[O:19])[CH:5]([O:16][CH2:17][CH3:18])[CH2:6][C:7]1[CH:15]=[CH:14][CH:13]=[C:12]2[C:8]=1[CH:9]=[CH:10][N:11]2[CH2:21][C:22]1[N:23]=[C:24]([C:28]2[CH:29]=[CH:30][C:31]([C:34]([F:37])([F:36])[F:35])=[CH:32][CH:33]=2)[O:25][C:26]=1[CH3:27])[CH3:2], predict the reactants needed to synthesize it. The reactants are: [CH2:1]([O:3][C:4](=[O:19])[CH:5]([O:16][CH2:17][CH3:18])[CH2:6][C:7]1[CH:15]=[CH:14][CH:13]=[C:12]2[C:8]=1[CH:9]=[CH:10][NH:11]2)[CH3:2].Cl[CH2:21][C:22]1[N:23]=[C:24]([C:28]2[CH:33]=[CH:32][C:31]([C:34]([F:37])([F:36])[F:35])=[CH:30][CH:29]=2)[O:25][C:26]=1[CH3:27].[H-].[Na+]. (3) Given the product [CH2:1]([C:8]1[CH:12]=[C:11]([NH:13][C:28](=[O:29])[O:30][C:31]2[CH:36]=[CH:35][CH:34]=[CH:33][CH:32]=2)[N:10]([C:14]2[CH:19]=[CH:18][CH:17]=[C:16]([F:20])[CH:15]=2)[N:9]=1)[C:2]1[CH:3]=[CH:4][CH:5]=[CH:6][CH:7]=1, predict the reactants needed to synthesize it. The reactants are: [CH2:1]([C:8]1[CH:12]=[C:11]([NH2:13])[N:10]([C:14]2[CH:19]=[CH:18][CH:17]=[C:16]([F:20])[CH:15]=2)[N:9]=1)[C:2]1[CH:7]=[CH:6][CH:5]=[CH:4][CH:3]=1.C(=O)([O-])[O-].[K+].[K+].Cl[C:28]([O:30][C:31]1[CH:36]=[CH:35][CH:34]=[CH:33][CH:32]=1)=[O:29]. (4) Given the product [F:8][C:9]1[CH:14]=[C:13]([N+:15]([O-:17])=[O:16])[CH:12]=[C:11]([F:18])[C:10]=1[S:1][C:2]1[CH:7]=[CH:6][N:5]=[CH:4][CH:3]=1, predict the reactants needed to synthesize it. The reactants are: [SH:1][C:2]1[CH:7]=[CH:6][N:5]=[CH:4][CH:3]=1.[F:8][C:9]1[CH:14]=[C:13]([N+:15]([O-:17])=[O:16])[CH:12]=[C:11]([F:18])[C:10]=1F. (5) Given the product [CH3:41][O:40][C:36]1[CH:35]=[C:34]2[C:39]([C:30]([N:2]([CH3:1])[C:3]3[CH:4]=[CH:5][C:6]([N+:9]([O-:11])=[O:10])=[CH:7][CH:8]=3)=[CH:31][CH:32]=[N:33]2)=[N:38][CH:37]=1, predict the reactants needed to synthesize it. The reactants are: [CH3:1][NH:2][C:3]1[CH:8]=[CH:7][C:6]([N+:9]([O-:11])=[O:10])=[CH:5][CH:4]=1.C1(C)C=CC(S([O-])(=O)=O)=CC=1.[NH+]1C=CC=CC=1.Cl[C:30]1[CH:31]=[CH:32][N:33]=[C:34]2[C:39]=1[N:38]=[CH:37][C:36]([O:40][CH3:41])=[CH:35]2.CCCCO. (6) The reactants are: [CH3:1][NH:2][CH3:3].C([N:8]([CH:16]1[CH2:18][CH2:17]1)[C:9](=[O:15])[O:10][C:11]([CH3:14])([CH3:13])[CH3:12])(=O)C#C.[CH2:19]1C[O:22][CH2:21][CH2:20]1. Given the product [CH3:1][N:2]([CH3:3])/[CH:19]=[CH:20]/[C:21]([C:16]1([NH:8][C:9](=[O:15])[O:10][C:11]([CH3:12])([CH3:13])[CH3:14])[CH2:17][CH2:18]1)=[O:22], predict the reactants needed to synthesize it.